Regression. Given two drug SMILES strings and cell line genomic features, predict the synergy score measuring deviation from expected non-interaction effect. From a dataset of NCI-60 drug combinations with 297,098 pairs across 59 cell lines. (1) Drug 1: CC1C(C(CC(O1)OC2CC(OC(C2O)C)OC3=CC4=CC5=C(C(=O)C(C(C5)C(C(=O)C(C(C)O)O)OC)OC6CC(C(C(O6)C)O)OC7CC(C(C(O7)C)O)OC8CC(C(C(O8)C)O)(C)O)C(=C4C(=C3C)O)O)O)O. Drug 2: C1C(C(OC1N2C=NC3=C2NC=NCC3O)CO)O. Cell line: NCI-H322M. Synergy scores: CSS=39.7, Synergy_ZIP=-0.211, Synergy_Bliss=1.52, Synergy_Loewe=1.01, Synergy_HSA=1.13. (2) Drug 1: CC(C)(C#N)C1=CC(=CC(=C1)CN2C=NC=N2)C(C)(C)C#N. Drug 2: CC1=C(C=C(C=C1)C(=O)NC2=CC(=CC(=C2)C(F)(F)F)N3C=C(N=C3)C)NC4=NC=CC(=N4)C5=CN=CC=C5. Cell line: HCT-15. Synergy scores: CSS=-0.970, Synergy_ZIP=1.16, Synergy_Bliss=-2.78, Synergy_Loewe=-0.647, Synergy_HSA=-5.45.